This data is from Forward reaction prediction with 1.9M reactions from USPTO patents (1976-2016). The task is: Predict the product of the given reaction. (1) Given the reactants Br[C:2]1[CH:3]=[CH:4][C:5]([N:8]2[C:12]([CH3:13])=[CH:11][CH:10]=[C:9]2[CH3:14])=[N:6][CH:7]=1.[Li]CCCC.CON(C)[C:23](=[O:32])[C:24]1[CH:29]=[CH:28][C:27]([O:30][CH3:31])=[CH:26][CH:25]=1, predict the reaction product. The product is: [CH3:14][C:9]1[N:8]([C:5]2[N:6]=[CH:7][C:2]([C:23]([C:24]3[CH:29]=[CH:28][C:27]([O:30][CH3:31])=[CH:26][CH:25]=3)=[O:32])=[CH:3][CH:4]=2)[C:12]([CH3:13])=[CH:11][CH:10]=1. (2) Given the reactants [CH2:1]([O:3][C:4]1[N:8]=[C:7]([CH:9]2[CH2:14][CH:13]([C:15]3[CH:20]=[CH:19][C:18]([CH2:21][C:22]([F:25])([F:24])[F:23])=[CH:17][CH:16]=3)[CH2:12][NH:11][CH2:10]2)[O:6][N:5]=1)[CH3:2].C(N(CC)CC)C.Cl[C:34]([O:36][C:37]1[CH:42]=[CH:41][C:40]([N+:43]([O-:45])=[O:44])=[CH:39][CH:38]=1)=[O:35], predict the reaction product. The product is: [CH2:1]([O:3][C:4]1[N:8]=[C:7]([CH:9]2[CH2:14][CH:13]([C:15]3[CH:20]=[CH:19][C:18]([CH2:21][C:22]([F:25])([F:24])[F:23])=[CH:17][CH:16]=3)[CH2:12][N:11]([C:34]([O:36][C:37]3[CH:38]=[CH:39][C:40]([N+:43]([O-:45])=[O:44])=[CH:41][CH:42]=3)=[O:35])[CH2:10]2)[O:6][N:5]=1)[CH3:2]. (3) Given the reactants [Cl:1][C:2]1[N:6]2[CH2:7][CH2:8][N:9](C(OC(C)(C)C)=O)[CH2:10][C:5]2=[N:4][CH:3]=1.Cl, predict the reaction product. The product is: [Cl:1][C:2]1[N:6]2[CH2:7][CH2:8][NH:9][CH2:10][C:5]2=[N:4][CH:3]=1. (4) Given the reactants C(OC([NH:8][C:9]1([C@@H:12]2[CH2:16][CH2:15][NH:14][CH2:13]2)[CH2:11][CH2:10]1)=O)(C)(C)C.C(N(CC)CC)C.F[C:25]1[C:34]([O:35][CH3:36])=[C:33]2[C:28]([C:29](=[O:44])[C:30]([C:41]([OH:43])=[O:42])=[CH:31][N:32]2[C@@H:37]2[CH2:39][C@@H:38]2[F:40])=[CH:27][CH:26]=1, predict the reaction product. The product is: [NH2:8][C:9]1([C@@H:12]2[CH2:16][CH2:15][N:14]([C:25]3[C:34]([O:35][CH3:36])=[C:33]4[C:28]([C:29](=[O:44])[C:30]([C:41]([OH:43])=[O:42])=[CH:31][N:32]4[C@@H:37]4[CH2:39][C@@H:38]4[F:40])=[CH:27][CH:26]=3)[CH2:13]2)[CH2:10][CH2:11]1. (5) Given the reactants Cl[C:2]1[N:7]=[C:6]([NH:8][C:9]2[CH:14]=[CH:13][C:12]([O:15][C:16]3[CH:21]=[CH:20][CH:19]=[CH:18][CH:17]=3)=[CH:11][CH:10]=2)[CH:5]=[CH:4][CH:3]=1.CCOC(C)=O.[CH2:28]([CH2:30][NH2:31])[OH:29], predict the reaction product. The product is: [O:15]([C:12]1[CH:13]=[CH:14][C:9]([NH:8][C:6]2[N:7]=[C:2]([NH:31][CH2:30][CH2:28][OH:29])[CH:3]=[CH:4][CH:5]=2)=[CH:10][CH:11]=1)[C:16]1[CH:21]=[CH:20][CH:19]=[CH:18][CH:17]=1. (6) Given the reactants [Cl:1][C:2]1[CH:3]=[C:4](B(O)O)[CH:5]=[CH:6][C:7]=1[Cl:8].Br[C:13]1[CH:18]=[CH:17][C:16]([C:19](=[O:26])[CH2:20][CH2:21][C:22]([O:24][CH3:25])=[O:23])=[CH:15][CH:14]=1.C(=O)([O-])[O-].[Na+].[Na+], predict the reaction product. The product is: [Cl:1][C:2]1[CH:3]=[C:4]([C:13]2[CH:14]=[CH:15][C:16]([C:19](=[O:26])[CH2:20][CH2:21][C:22]([O:24][CH3:25])=[O:23])=[CH:17][CH:18]=2)[CH:5]=[CH:6][C:7]=1[Cl:8]. (7) Given the reactants [CH2:1]([O:3][C:4](=[O:19])[CH:5]=[C:6]([NH:8][C:9]1[CH:14]=[CH:13][CH:12]=[C:11]([C:15]([F:18])([F:17])[F:16])[CH:10]=1)[CH3:7])[CH3:2].[CH:20]([C:22]1[CH:29]=[CH:28][C:25]([C:26]#[N:27])=[CH:24][CH:23]=1)=O.[C:30](#[N:34])[CH2:31][C:32]#[N:33].N1CCCCC1, predict the reaction product. The product is: [NH2:34][C:30]1[N:8]([C:9]2[CH:14]=[CH:13][CH:12]=[C:11]([C:15]([F:16])([F:18])[F:17])[CH:10]=2)[C:6]([CH3:7])=[C:5]([C:4]([O:3][CH2:1][CH3:2])=[O:19])[CH:20]([C:22]2[CH:29]=[CH:28][C:25]([C:26]#[N:27])=[CH:24][CH:23]=2)[C:31]=1[C:32]#[N:33].